Dataset: Catalyst prediction with 721,799 reactions and 888 catalyst types from USPTO. Task: Predict which catalyst facilitates the given reaction. Reactant: [F:1][C:2]([F:49])([F:48])[C:3]1[CH:4]=[C:5]([CH:41]=[C:42]([C:44]([F:47])([F:46])[F:45])[CH:43]=1)[CH2:6][N:7]([CH2:25][C:26]1[N:27]([CH2:37][CH2:38][O:39][CH3:40])[C:28](=[O:36])[C:29]2[C:34]([CH:35]=1)=[CH:33][CH:32]=[CH:31][CH:30]=2)[C:8]1[N:13]=[CH:12][C:11]([N:14]2[CH2:19][CH2:18][CH:17]([C:20]([O:22]CC)=[O:21])[CH2:16][CH2:15]2)=[CH:10][N:9]=1.[OH-].[Na+].O.Cl. Product: [F:49][C:2]([F:1])([F:48])[C:3]1[CH:4]=[C:5]([CH:41]=[C:42]([C:44]([F:46])([F:47])[F:45])[CH:43]=1)[CH2:6][N:7]([CH2:25][C:26]1[N:27]([CH2:37][CH2:38][O:39][CH3:40])[C:28](=[O:36])[C:29]2[C:34]([CH:35]=1)=[CH:33][CH:32]=[CH:31][CH:30]=2)[C:8]1[N:13]=[CH:12][C:11]([N:14]2[CH2:19][CH2:18][CH:17]([C:20]([OH:22])=[O:21])[CH2:16][CH2:15]2)=[CH:10][N:9]=1. The catalyst class is: 8.